From a dataset of Reaction yield outcomes from USPTO patents with 853,638 reactions. Predict the reaction yield, written as a fraction of the theoretical maximum amount of product (1.0 means a 100% yield; for example, 0.34 means a 34% yield). (1) The catalyst is CO. The yield is 0.530. The product is [CH2:14]([C:26]1[CH:27]=[CH:28][C:29]([S:32]([NH:35][C:36]2[S:37][C:38]([CH2:41][CH2:42][CH2:43][CH2:44][CH2:45][N:46]([CH3:47])[C:2]3[C:10]4[C:6](=[N:7][O:8][N:9]=4)[C:5]([N+:11]([O-:13])=[O:12])=[CH:4][CH:3]=3)=[N:39][N:40]=2)(=[O:33])=[O:34])=[CH:30][CH:31]=1)[CH2:15][CH2:16][CH2:17][CH2:18][CH2:19][CH2:20][CH2:21][CH2:22][CH2:23][CH2:24][CH3:25]. The reactants are Cl[C:2]1[C:10]2[C:6](=[N:7][O:8][N:9]=2)[C:5]([N+:11]([O-:13])=[O:12])=[CH:4][CH:3]=1.[CH2:14]([C:26]1[CH:31]=[CH:30][C:29]([S:32]([NH:35][C:36]2[S:37][C:38]([CH2:41][CH2:42][CH2:43][CH2:44][CH2:45][NH:46][CH3:47])=[N:39][N:40]=2)(=[O:34])=[O:33])=[CH:28][CH:27]=1)[CH2:15][CH2:16][CH2:17][CH2:18][CH2:19][CH2:20][CH2:21][CH2:22][CH2:23][CH2:24][CH3:25].C([O-])(O)=O.[Na+]. (2) The reactants are [C:1]([O:5][C:6]([NH:8][C:9]1[CH:10]=[CH:11][C:12]([CH2:16][CH2:17][N:18]2[C:23]3[N:24]=[C:25](S(C)=O)[N:26]=[CH:27][C:22]=3[CH:21]=[C:20]([C:31]3[C:36]([Cl:37])=[C:35]([O:38][CH3:39])[CH:34]=[C:33]([O:40][CH3:41])[C:32]=3[Cl:42])[C:19]2=[O:43])=[N+:13]([O-:15])[CH:14]=1)=[O:7])([CH3:4])([CH3:3])[CH3:2].[CH3:44][NH2:45].C1COCC1. The catalyst is CS(C)=O.C(Cl)Cl. The product is [C:1]([O:5][C:6]([NH:8][C:9]1[CH:10]=[CH:11][C:12]([CH2:16][CH2:17][N:18]2[C:23]3[N:24]=[C:25]([NH:45][CH3:44])[N:26]=[CH:27][C:22]=3[CH:21]=[C:20]([C:31]3[C:36]([Cl:37])=[C:35]([O:38][CH3:39])[CH:34]=[C:33]([O:40][CH3:41])[C:32]=3[Cl:42])[C:19]2=[O:43])=[N+:13]([O-:15])[CH:14]=1)=[O:7])([CH3:4])([CH3:3])[CH3:2]. The yield is 0.700. (3) The reactants are [OH:1][CH2:2][C:3]1[CH:11]=[CH:10][C:6]([C:7]([OH:9])=[O:8])=[CH:5][C:4]=1[N+:12]([O-:14])=[O:13].N1C=CN=C1.[C:20]([Si:24](Cl)([CH3:26])[CH3:25])([CH3:23])([CH3:22])[CH3:21].[Cl-].[NH4+].Cl. The catalyst is CN(C)C=O. The product is [Si:24]([O:1][CH2:2][C:3]1[CH:11]=[CH:10][C:6]([C:7]([OH:9])=[O:8])=[CH:5][C:4]=1[N+:12]([O-:14])=[O:13])([C:20]([CH3:23])([CH3:22])[CH3:21])([CH3:26])[CH3:25]. The yield is 0.730. (4) The reactants are [CH2:1]([CH:3]([C:6]1[C:10]([CH2:11][CH2:12][CH2:13][OH:14])=[CH:9][N:8]([C:15]2[CH:20]=[CH:19][C:18]([C:21]([F:24])([F:23])[F:22])=[CH:17][N:16]=2)[N:7]=1)[CH2:4][CH3:5])[CH3:2].O[C:26]1[C:27]([CH3:37])=[N:28][CH:29]=[CH:30][C:31]=1[CH2:32][C:33]([O:35]C)=[O:34].C(P(CCCC)CCCC)CCC.N(C(N1CCCCC1)=O)=NC(N1CCCCC1)=O. The catalyst is O1CCCC1. The product is [CH2:1]([CH:3]([C:6]1[C:10]([CH2:11][CH2:12][CH2:13][O:14][C:26]2[C:27]([CH3:37])=[N:28][CH:29]=[CH:30][C:31]=2[CH2:32][C:33]([OH:35])=[O:34])=[CH:9][N:8]([C:15]2[CH:20]=[CH:19][C:18]([C:21]([F:23])([F:24])[F:22])=[CH:17][N:16]=2)[N:7]=1)[CH2:4][CH3:5])[CH3:2]. The yield is 0.110. (5) The reactants are [Cl:1][C:2]1[CH:15]=[CH:14][C:5]([CH:6]=[N:7][S@](C(C)(C)C)=O)=[C:4]([C:16]([F:19])([F:18])[F:17])[CH:3]=1.[CH3:20][Mg]Br. The catalyst is ClCCl. The product is [Cl:1][C:2]1[CH:15]=[CH:14][C:5]([C@H:6]([NH2:7])[CH3:20])=[C:4]([C:16]([F:17])([F:18])[F:19])[CH:3]=1. The yield is 0.520.